This data is from Forward reaction prediction with 1.9M reactions from USPTO patents (1976-2016). The task is: Predict the product of the given reaction. (1) Given the reactants [N+:1]([C:4]1[CH:9]=[CH:8][C:7]([CH2:10][C:11](=[O:13])[CH3:12])=[CH:6][CH:5]=1)([O-])=O, predict the reaction product. The product is: [NH2:1][C:4]1[CH:5]=[CH:6][C:7]([CH2:10][C:11](=[O:13])[CH3:12])=[CH:8][CH:9]=1. (2) Given the reactants [C:1](=[O:4])([O-])[O-:2].[Na+].[Na+].[C:7]1(C)[CH:12]=[CH:11][C:10]([CH:13]2[CH:18]=[CH:17][N:16](C(=O)C(C)(C)C)[CH2:15][CH2:14]2)=[CH:9][CH:8]=1.[Mn]([O-])(=O)(=O)=O.[K+].[Mn]([O-])(=O)(=O)=O.S(S([O-])=O)([O-])=O.[Na+].[Na+], predict the reaction product. The product is: [C:1]([C:7]1[CH:8]=[CH:9][C:10]([C:13]2[CH:14]=[CH:15][N:16]=[CH:17][CH:18]=2)=[CH:11][CH:12]=1)([OH:2])=[O:4]. (3) Given the reactants C([O:5][CH2:6][CH2:7][NH:8][C:9]([C:11]1[CH:16]=[CH:15][C:14]([C:17]2[CH:22]=[CH:21][C:20]([CH2:23][C@H:24]([NH:39][C:40]([C@H:42]3[CH2:47][CH2:46][C@H:45]([CH2:48][NH:49]C(=O)OC(C)(C)C)[CH2:44][CH2:43]3)=[O:41])[C:25](=[O:38])[NH:26][C:27]3[CH:32]=[CH:31][C:30]([C:33]4[N:34]=[N:35][NH:36][N:37]=4)=[CH:29][CH:28]=3)=[CH:19][CH:18]=2)=[C:13]([CH3:57])[CH:12]=1)=[O:10])(C)(C)C.[ClH:58], predict the reaction product. The product is: [ClH:58].[NH2:49][CH2:48][C@H:45]1[CH2:44][CH2:43][C@H:42]([C:40]([NH:39][C@H:24]([C:25](=[O:38])[NH:26][C:27]2[CH:28]=[CH:29][C:30]([C:33]3[N:34]=[N:35][NH:36][N:37]=3)=[CH:31][CH:32]=2)[CH2:23][C:20]2[CH:21]=[CH:22][C:17]([C:14]3[CH:15]=[CH:16][C:11]([C:9]([NH:8][CH2:7][CH2:6][OH:5])=[O:10])=[CH:12][C:13]=3[CH3:57])=[CH:18][CH:19]=2)=[O:41])[CH2:47][CH2:46]1. (4) Given the reactants [NH2:1][C:2]1[C:3]([C:15]2[CH:27]=[CH:26][C:18]([C:19]([O:21][C:22]([CH3:25])([CH3:24])[CH3:23])=[O:20])=[C:17]([F:28])[CH:16]=2)=[N:4][C:5]([CH:8]2[CH2:13][CH2:12][C:11](=[O:14])[CH2:10][CH2:9]2)=[CH:6][N:7]=1.[BH4-].[Na+].[NH4+].[Cl-], predict the reaction product. The product is: [NH2:1][C:2]1[C:3]([C:15]2[CH:27]=[CH:26][C:18]([C:19]([O:21][C:22]([CH3:24])([CH3:25])[CH3:23])=[O:20])=[C:17]([F:28])[CH:16]=2)=[N:4][C:5]([CH:8]2[CH2:13][CH2:12][CH:11]([OH:14])[CH2:10][CH2:9]2)=[CH:6][N:7]=1. (5) Given the reactants [CH3:1][N:2]1[NH:6][CH:5]=[CH:4]O1.[Li]CCCC.[Mg+2].[Br-].[Br-].CC[O:17]CC.[O:20]([CH2:27][CH2:28][CH2:29][CH2:30][CH2:31][CH2:32][CH:33]=[O:34])[C:21]1[CH:26]=[CH:25][CH:24]=[CH:23][CH:22]=1, predict the reaction product. The product is: [O:20]([CH2:27][CH2:28][CH2:29][CH2:30][CH2:31][CH2:32][CH:33]([C:1]1[O:17][C:5]([CH3:4])=[N:6][N:2]=1)[OH:34])[C:21]1[CH:26]=[CH:25][CH:24]=[CH:23][CH:22]=1. (6) Given the reactants [Cl:1][C:2]1[C:3]([N:17]2[CH2:22][CH2:21][CH:20]([C:23]([O:25][CH3:26])=[O:24])[CH2:19][CH2:18]2)=[N:4][CH:5]=[C:6]([C:10]2[O:11][C:12]([CH2:15][CH3:16])=[CH:13][N:14]=2)[C:7]=1[S:8][CH3:9].ClC1C=C(C(OO)=[O:35])C=CC=1.[O-]S([O-])(=S)=O.[Na+].[Na+], predict the reaction product. The product is: [Cl:1][C:2]1[C:3]([N:17]2[CH2:22][CH2:21][CH:20]([C:23]([O:25][CH3:26])=[O:24])[CH2:19][CH2:18]2)=[N:4][CH:5]=[C:6]([C:10]2[O:11][C:12]([CH2:15][CH3:16])=[CH:13][N:14]=2)[C:7]=1[S:8]([CH3:9])=[O:35]. (7) Given the reactants [S:1]1[C:5]2=[N:6][CH:7]=[CH:8][N:9]=[C:4]2[C:3]([NH:10][CH2:11][CH2:12][CH2:13][NH2:14])=[N:2]1.[CH3:15][O:16][C:17]1[CH:22]=[CH:21][C:20]([C:23]2[CH:28]=[CH:27][C:26]([CH:29]=O)=[CH:25][CH:24]=2)=[CH:19][CH:18]=1.C(O[BH-](OC(=O)C)OC(=O)C)(=O)C.[Na+], predict the reaction product. The product is: [S:1]1[C:5]2=[N:6][CH:7]=[CH:8][N:9]=[C:4]2[C:3]([NH:10][CH2:11][CH2:12][CH2:13][NH:14][CH2:29][C:26]2[CH:25]=[CH:24][C:23]([C:20]3[CH:21]=[CH:22][C:17]([O:16][CH3:15])=[CH:18][CH:19]=3)=[CH:28][CH:27]=2)=[N:2]1.